This data is from Forward reaction prediction with 1.9M reactions from USPTO patents (1976-2016). The task is: Predict the product of the given reaction. (1) Given the reactants [F:1][C:2]([F:50])([F:49])[C:3]1[CH:4]=[C:5]([C@H:13]2[O:17][C:16](=[O:18])[N:15]([CH2:19][C:20]3[CH:25]=[C:24]([C:26]([F:29])([F:28])[F:27])[CH:23]=[CH:22][C:21]=3[C:30]3[CH:31]=[C:32]([C:38]4[CH:43]=CC(C(O)=O)=[CH:40][C:39]=4[CH3:47])[CH:33]=[CH:34][C:35]=3[O:36][CH3:37])[C@H:14]2[CH3:48])[CH:6]=[C:7]([C:9]([F:12])([F:11])[F:10])[CH:8]=1.Cl.CNC.Cl.[CH3:56][N:57]([CH3:66])[CH2:58][CH2:59][CH2:60]N=C=NCC.O.N1([OH:77])C2C=CC=CC=2N=N1.C(N(CC)CC)C, predict the reaction product. The product is: [F:12][C:9]([F:10])([F:11])[C:7]1[CH:6]=[C:5]([C@H:13]2[O:17][C:16](=[O:18])[N:15]([CH2:19][C:20]3[CH:25]=[C:24]([C:26]([F:28])([F:29])[F:27])[CH:23]=[CH:22][C:21]=3[C:30]3[CH:31]=[C:32]([C:38]4[CH:43]=[CH:60][C:59]([C:58]([N:57]([CH3:56])[CH3:66])=[O:77])=[CH:40][C:39]=4[CH3:47])[CH:33]=[CH:34][C:35]=3[O:36][CH3:37])[C@H:14]2[CH3:48])[CH:4]=[C:3]([C:2]([F:1])([F:50])[F:49])[CH:8]=1. (2) Given the reactants [C:1]([O:5][CH3:6])(=[O:4])[CH2:2][OH:3].[H-].[Na+].[CH3:9][O:10][C:11]1([C:17]2[CH:18]=[C:19]([CH2:23]Br)[CH:20]=[CH:21][CH:22]=2)[CH2:16][CH2:15][O:14][CH2:13][CH2:12]1, predict the reaction product. The product is: [CH3:9][O:10][C:11]1([C:17]2[CH:18]=[C:19]([CH2:23][O:3][CH2:2][C:1]([O:5][CH3:6])=[O:4])[CH:20]=[CH:21][CH:22]=2)[CH2:12][CH2:13][O:14][CH2:15][CH2:16]1. (3) Given the reactants [CH3:1][O:2][CH:3]([O:26][CH3:27])[CH2:4][O:5][C:6]1[C:7]([CH3:25])=[C:8]([C:16]([C:18]2[CH:19]=[N:20][N:21]([CH3:24])[C:22]=2[OH:23])=[O:17])[CH:9]=[CH:10][C:11]=1[S:12]([CH3:15])(=[O:14])=[O:13].C(N(CC)CC)C.[CH3:35][CH2:36][S:37][C:38](Cl)=[O:39].C(OCC)(=O)C, predict the reaction product. The product is: [CH3:27][O:26][CH:3]([O:2][CH3:1])[CH2:4][O:5][C:6]1[C:7]([CH3:25])=[C:8]([C:16]([C:18]2[CH:19]=[N:20][N:21]([CH3:24])[C:22]=2[O:23][C:38]([S:37][CH2:36][CH3:35])=[O:39])=[O:17])[CH:9]=[CH:10][C:11]=1[S:12]([CH3:15])(=[O:13])=[O:14]. (4) Given the reactants [CH3:1][O:2][C:3]1[CH:4]=[C:5]([CH:10]=[C:11]([O:14][CH3:15])[C:12]=1[OH:13])[CH:6]=[CH:7][CH:8]=O.[C:16]([CH2:18][C:19]([OH:21])=[O:20])#[N:17], predict the reaction product. The product is: [C:19](/[C:18](=[CH:8]/[CH:7]=[CH:6]/[C:5]1[CH:4]=[C:3]([O:2][CH3:1])[C:12]([OH:13])=[C:11]([O:14][CH3:15])[CH:10]=1)/[C:16]#[N:17])([OH:21])=[O:20]. (5) The product is: [C:1]([N:4]1[C:12]2[C:7](=[CH:8][C:9]([CH2:13][CH2:14][S:15]([C:18]3[CH:19]=[CH:20][CH:21]=[CH:22][CH:23]=3)(=[O:16])=[O:17])=[CH:10][CH:11]=2)[C:6]([CH2:24][C@H:25]2[CH2:29][CH2:28][CH2:27][N:26]2[CH3:30])=[CH:5]1)(=[O:3])[CH3:2]. Given the reactants [C:1]([N:4]1[C:12]2[C:7](=[CH:8][C:9]([CH:13]=[CH:14][S:15]([C:18]3[CH:23]=[CH:22][CH:21]=[CH:20][CH:19]=3)(=[O:17])=[O:16])=[CH:10][CH:11]=2)[C:6]([CH2:24][C@H:25]2[CH2:29][CH2:28][CH2:27][N:26]2[CH3:30])=[CH:5]1)(=[O:3])[CH3:2].CC(C)=O.CS(O)(=O)=O, predict the reaction product.